From a dataset of Forward reaction prediction with 1.9M reactions from USPTO patents (1976-2016). Predict the product of the given reaction. (1) Given the reactants [CH:1]1([CH2:7][CH2:8][CH2:9][C@@H:10]([C:19]2[O:23][N:22]=[C:21]([CH2:24]OS(C3C=CC(C)=CC=3)(=O)=O)[N:20]=2)[CH2:11][C:12]([O:14][C:15]([CH3:18])([CH3:17])[CH3:16])=[O:13])[CH2:6][CH2:5][CH2:4][CH2:3][CH2:2]1.[CH2:36]([NH2:38])[CH3:37], predict the reaction product. The product is: [CH:1]1([CH2:7][CH2:8][CH2:9][C@@H:10]([C:19]2[O:23][N:22]=[C:21]([CH2:24][NH:38][CH2:36][CH3:37])[N:20]=2)[CH2:11][C:12]([O:14][C:15]([CH3:17])([CH3:16])[CH3:18])=[O:13])[CH2:2][CH2:3][CH2:4][CH2:5][CH2:6]1. (2) Given the reactants [F:1][C:2]([F:9])([F:8])/[CH:3]=[CH:4]/[C:5](O)=[O:6].C(Cl)(=O)C(Cl)=O.Cl.Cl.[CH3:18][N:19]([C:24]1[CH:25]=[N:26][CH:27]=[C:28]([CH3:30])[CH:29]=1)[CH2:20][CH2:21][NH:22][CH3:23].CCOP(O)N(C(C)C)C(C)C, predict the reaction product. The product is: [F:1][C:2]([F:9])([F:8])/[CH:3]=[CH:4]/[C:5]([N:22]([CH3:23])[CH2:21][CH2:20][N:19]([CH3:18])[C:24]1[CH:25]=[N:26][CH:27]=[C:28]([CH3:30])[CH:29]=1)=[O:6]. (3) Given the reactants [C:1](Cl)(=[O:9])[O:2][C:3]1[CH:8]=[CH:7][CH:6]=[CH:5][CH:4]=1.N1C=CC=CC=1.[N:17]1[CH:22]=[CH:21][CH:20]=[N:19][C:18]=1[NH2:23], predict the reaction product. The product is: [N:17]1[CH:22]=[CH:21][CH:20]=[N:19][C:18]=1[NH:23][C:1](=[O:9])[O:2][C:3]1[CH:8]=[CH:7][CH:6]=[CH:5][CH:4]=1.